From a dataset of Full USPTO retrosynthesis dataset with 1.9M reactions from patents (1976-2016). Predict the reactants needed to synthesize the given product. (1) Given the product [F:46][C:44]1[CH:43]=[CH:42][C:41]([O:47][CH3:48])=[C:40]([CH:45]=1)[CH2:39][O:38][CH2:37][CH2:36][CH2:35][O:34][C:31]1[CH:32]=[CH:33][C:28]([C@@H:11]2[C@@H:12]([O:14][CH2:15][C:16]3[CH:25]=[C:24]([O:26][CH3:27])[C:23]4[C:18](=[CH:19][CH:20]=[CH:21][CH:22]=4)[CH:17]=3)[CH2:13][NH:8][CH2:9][C@H:10]2[O:49][CH2:50][C@H:51]([OH:55])[CH2:52][O:53][CH3:54])=[CH:29][CH:30]=1, predict the reactants needed to synthesize it. The reactants are: C(OC([N:8]1[CH2:13][C@H:12]([O:14][CH2:15][C:16]2[CH:25]=[C:24]([O:26][CH3:27])[C:23]3[C:18](=[CH:19][CH:20]=[CH:21][CH:22]=3)[CH:17]=2)[C@@H:11]([C:28]2[CH:33]=[CH:32][C:31]([O:34][CH2:35][CH2:36][CH2:37][O:38][CH2:39][C:40]3[CH:45]=[C:44]([F:46])[CH:43]=[CH:42][C:41]=3[O:47][CH3:48])=[CH:30][CH:29]=2)[C@H:10]([O:49][CH2:50][C@H:51]([OH:55])[CH2:52][O:53][CH3:54])[CH2:9]1)=O)(C)(C)C.Cl. (2) The reactants are: [OH:1][CH:2](S([O-])(=O)=O)[CH2:3][CH2:4][CH:5]([N+:14]([O-:16])=[O:15])[CH2:6][CH2:7][CH:8]([OH:13])S([O-])(=O)=O.[Na+].[Na+].C(O)(=O)C=O.C(=O)(O)[O-].[Na+]. Given the product [N+:14]([CH:5]([CH2:4][CH2:3][CH:2]=[O:1])[CH2:6][CH2:7][CH:8]=[O:13])([O-:16])=[O:15], predict the reactants needed to synthesize it. (3) Given the product [CH2:1]([O:3][C:4]([C:6]1[CH:11]=[C:10]([O:12][CH2:24][C:25]2[CH:30]=[CH:29][CH:28]=[CH:27][CH:26]=2)[CH:9]=[C:8]([C:13]([O:15][CH2:16][CH3:17])=[O:14])[N:7]=1)=[O:5])[CH3:2], predict the reactants needed to synthesize it. The reactants are: [CH2:1]([O:3][C:4]([C:6]1[CH:11]=[C:10]([OH:12])[CH:9]=[C:8]([C:13]([O:15][CH2:16][CH3:17])=[O:14])[N:7]=1)=[O:5])[CH3:2].C(=O)([O-])[O-].[K+].[K+].[CH2:24](Br)[C:25]1[CH:30]=[CH:29][CH:28]=[CH:27][CH:26]=1.O. (4) The reactants are: Cl[C:2]1[CH:11]=[CH:10][C:5]([C:6]([O:8][CH3:9])=[O:7])=[CH:4][N:3]=1.[CH2:12]([N:19]1[CH2:24][CH2:23][CH:22]([NH2:25])[CH2:21][CH2:20]1)[C:13]1[CH:18]=[CH:17][CH:16]=[CH:15][CH:14]=1.C([O-])([O-])=O.[K+].[K+].CCOC(C)=O. Given the product [CH2:12]([N:19]1[CH2:24][CH2:23][CH:22]([NH:25][C:2]2[CH:11]=[CH:10][C:5]([C:6]([O:8][CH3:9])=[O:7])=[CH:4][N:3]=2)[CH2:21][CH2:20]1)[C:13]1[CH:14]=[CH:15][CH:16]=[CH:17][CH:18]=1, predict the reactants needed to synthesize it. (5) Given the product [OH:8][C:9]1[CH:10]=[N:11][C:12]2[C:17]([C:18]=1[CH2:19][CH2:20][C:21]13[CH2:26][CH2:25][C:24]([NH:29][C:30](=[O:36])[O:31][C:32]([CH3:35])([CH3:33])[CH3:34])([CH2:27][CH2:28]1)[CH2:23][O:22]3)=[N:16][C:15]([O:37][CH3:38])=[CH:14][CH:13]=2, predict the reactants needed to synthesize it. The reactants are: C([O:8][C:9]1[CH:10]=[N:11][C:12]2[C:17]([C:18]=1[CH2:19][CH2:20][C:21]13[CH2:28][CH2:27][C:24]([NH:29][C:30](=[O:36])[O:31][C:32]([CH3:35])([CH3:34])[CH3:33])([CH2:25][CH2:26]1)[CH2:23][O:22]3)=[N:16][C:15]([O:37][CH3:38])=[CH:14][CH:13]=2)C1C=CC=CC=1. (6) The reactants are: [Cl:1][C:2]1[CH:3]=[C:4]([C@H:9]2[C@H:15]([C:16]([OH:21])([CH:19]=C)[CH:17]=C)[O:14][CH2:13][CH2:12][N:11]([C:22]([O:24][C:25]([CH3:28])([CH3:27])[CH3:26])=[O:23])[CH2:10]2)[CH:5]=[CH:6][C:7]=1[Cl:8].O=[O+][O-].[BH4-].[Na+].[OH2:34].C[OH:36]. Given the product [Cl:1][C:2]1[CH:3]=[C:4]([C@H:9]2[C@H:15]([C:16]([OH:21])([CH2:17][OH:36])[CH2:19][OH:34])[O:14][CH2:13][CH2:12][N:11]([C:22]([O:24][C:25]([CH3:26])([CH3:27])[CH3:28])=[O:23])[CH2:10]2)[CH:5]=[CH:6][C:7]=1[Cl:8], predict the reactants needed to synthesize it. (7) The reactants are: Cl[C:2]1[N:10]=[C:9]([C:11]2[CH:16]=[CH:15][CH:14]=[CH:13][N:12]=2)[N:8]=[C:7]2[C:3]=1[N:4]=[CH:5][N:6]2[CH:17]1[CH2:21][CH2:20][CH2:19][O:18]1.[NH3:22]. Given the product [N:12]1[CH:13]=[CH:14][CH:15]=[CH:16][C:11]=1[C:9]1[N:8]=[C:7]2[C:3]([N:4]=[CH:5][N:6]2[CH:17]2[CH2:21][CH2:20][CH2:19][O:18]2)=[C:2]([NH2:22])[N:10]=1, predict the reactants needed to synthesize it. (8) Given the product [CH2:19]([O:18][CH2:17][C:16]([C:5]1[CH:4]=[N:3][N:2]([CH3:1])[CH:6]=1)=[O:21])[CH3:20], predict the reactants needed to synthesize it. The reactants are: [CH3:1][N:2]1[CH:6]=[C:5](I)[CH:4]=[N:3]1.C([Mg]Cl)(C)C.CON(C)[C:16](=[O:21])[CH2:17][O:18][CH2:19][CH3:20]. (9) Given the product [NH2:1][C:2]1[C:3]([Cl:12])=[C:4]([C:8]([Cl:11])=[CH:9][C:10]=1[Br:13])[C:5]([OH:7])=[O:6], predict the reactants needed to synthesize it. The reactants are: [NH2:1][C:2]1[C:3]([Cl:12])=[C:4]([C:8]([Cl:11])=[CH:9][CH:10]=1)[C:5]([OH:7])=[O:6].[Br:13]N1C(=O)CCC1=O.